This data is from Reaction yield outcomes from USPTO patents with 853,638 reactions. The task is: Predict the reaction yield, written as a fraction of the theoretical maximum amount of product (1.0 means a 100% yield; for example, 0.34 means a 34% yield). (1) The reactants are [CH3:1][C:2](C)([O-:4])[CH3:3].[Na+].Cl[C:8]1[C:13]([NH2:14])=[C:12](Cl)[N:11]=[CH:10][N:9]=1.CC(O)C. The catalyst is C1COCC1.CO.[Pd]. The product is [CH:2]([O:4][C:8]1[C:13]([NH2:14])=[CH:12][N:11]=[CH:10][N:9]=1)([CH3:3])[CH3:1]. The yield is 0.670. (2) The reactants are [NH2:1][CH2:2][C:3]1[C:4]([N+:13]([O-])=O)=[C:5]([CH:10]=[CH:11][CH:12]=1)[C:6]([O:8][CH3:9])=[O:7]. The catalyst is CO.[Pd]. The product is [NH2:13][C:4]1[C:3]([CH2:2][NH2:1])=[CH:12][CH:11]=[CH:10][C:5]=1[C:6]([O:8][CH3:9])=[O:7]. The yield is 0.720. (3) The reactants are [H-].[Na+].[Br:3][C:4]1[CH:9]=[CH:8][C:7]([C:10]2[C:14]3[CH:15]=[CH:16][C:17]([OH:19])=[CH:18][C:13]=3[S:12][N:11]=2)=[CH:6][CH:5]=1.Br[CH2:21][C:22]([O-:24])=[O:23].OS([O-])(=O)=O.[K+]. The catalyst is C1COCC1. The product is [C:7]([O:24][C:22](=[O:23])[CH2:21][O:19][C:17]1[CH:16]=[CH:15][C:14]2[C:10]([C:7]3[CH:6]=[CH:5][C:4]([Br:3])=[CH:9][CH:8]=3)=[N:11][S:12][C:13]=2[CH:18]=1)([CH3:10])([CH3:8])[CH3:6]. The yield is 0.900. (4) The reactants are [CH3:1][O:2][C:3](=[O:18])[C:4]1[C:9]([Br:10])=[CH:8][CH:7]=[C:6]([NH:11]C(=O)C)[C:5]=1[N+:15]([O-:17])=[O:16].B(F)(F)F.CCOCC.C([O-])(O)=O.[Na+]. The catalyst is CO. The product is [CH3:1][O:2][C:3](=[O:18])[C:4]1[C:9]([Br:10])=[CH:8][CH:7]=[C:6]([NH2:11])[C:5]=1[N+:15]([O-:17])=[O:16]. The yield is 1.00.